The task is: Predict the reactants needed to synthesize the given product.. This data is from Full USPTO retrosynthesis dataset with 1.9M reactions from patents (1976-2016). (1) Given the product [CH3:13][N:14]([CH2:2][C:3]1[CH:8]=[CH:7][C:6]([N+:9]([O-:11])=[O:10])=[CH:5][CH:4]=1)[CH2:15][C:16]([O:18][CH3:19])=[O:17], predict the reactants needed to synthesize it. The reactants are: Br[CH2:2][C:3]1[CH:8]=[CH:7][C:6]([N+:9]([O-:11])=[O:10])=[CH:5][CH:4]=1.Cl.[CH3:13][NH:14][CH2:15][C:16]([O:18][CH3:19])=[O:17].C([O-])([O-])=O.[K+].[K+].CCOC(C)=O. (2) Given the product [C:8]([NH:7][C:5]1[S:6][C:2]([C:39]2[S:43][C:42]([C:44]([O:46][CH3:47])=[O:45])=[CH:41][CH:40]=2)=[C:3]([CH3:11])[N:4]=1)(=[O:10])[CH3:9].[CH3:65][O:67][C:12]([C:14]1[S:18][C:17]([C:39]2[S:43][C:42]([C:44]([O:46][CH3:47])=[O:45])=[CH:41][CH:40]=2)=[CH:16][CH:15]=1)=[O:13], predict the reactants needed to synthesize it. The reactants are: I[C:2]1[S:6][C:5]([NH:7][C:8](=[O:10])[CH3:9])=[N:4][C:3]=1[CH3:11].[CH:12]([C:14]1[S:18][C:17](C2SC(NC(=O)C)=NC=2C)=[CH:16][CH:15]=1)=[O:13].[F-].[K+].CC1(C)C(C)(C)OB([C:39]2[S:43][C:42]([C:44]([O:46][CH3:47])=[O:45])=[CH:41][CH:40]=2)O1.C(NCC1SC(C2SC(N[C:65](=[O:67])C)=NC=2C)=CC=1)C=C. (3) Given the product [F:44][C:41]1[CH:42]=[CH:43][C:38]([CH2:37][CH2:36][N:7]2[C:8]3[CH:4]=[CH:3][C:2]([Cl:1])=[CH:10][C:9]=3[C:11]3[CH:12]4[N:16]([CH2:17][CH2:5][C:6]2=3)[CH2:15][CH2:14][CH2:13]4)=[CH:39][CH:40]=1, predict the reactants needed to synthesize it. The reactants are: [Cl:1][C:2]1[CH:3]=[C:4]2[C:8](=[CH:9][CH:10]=1)[NH:7][C:6]1[CH2:11][CH:12]3[N:16]([CH2:17][C:5]2=1)[CH2:15][CH2:14][CH2:13]3.ClC1C=CC2NC3CCN4C(C=3C=2C=1)CCC4.Br[CH2:36][CH2:37][C:38]1[CH:43]=[CH:42][C:41]([F:44])=[CH:40][CH:39]=1.C(N(CC)CC)C. (4) Given the product [ClH:34].[NH:15]1[C:16]2[C:21](=[CH:20][CH:19]=[CH:18][CH:17]=2)[C:13]([C@@H:11]2[CH2:12][NH:8][CH2:9][C@H:10]2[C:22]2[C:32]3=[C:33]4[C:28](=[CH:29][CH:30]=[CH:31]3)[CH2:27][CH2:26][CH2:25][N:24]4[CH:23]=2)=[CH:14]1, predict the reactants needed to synthesize it. The reactants are: C(OC([N:8]1[CH2:12][C@@H:11]([C:13]2[C:21]3[C:16](=[CH:17][CH:18]=[CH:19][CH:20]=3)[NH:15][CH:14]=2)[C@H:10]([C:22]2[C:32]3=[C:33]4[C:28](=[CH:29][CH:30]=[CH:31]3)[CH2:27][CH2:26][CH2:25][N:24]4[CH:23]=2)[CH2:9]1)=O)(C)(C)C.[ClH:34].O1CCOCC1. (5) Given the product [NH2:20][C:21]1[N:26]=[C:25]([NH2:27])[C:24]([C:28]#[N:29])=[C:23]([NH:15][C@H:13]([C:12]2[N:11]=[C:10]3[CH:16]=[CH:17][N:18]([CH3:19])[C:9]3=[CH:8][C:7]=2[N:5]2[CH2:6][CH:3]([O:2][CH3:1])[CH2:4]2)[CH3:14])[N:22]=1, predict the reactants needed to synthesize it. The reactants are: [CH3:1][O:2][CH:3]1[CH2:6][N:5]([C:7]2[CH:8]=[C:9]3[N:18]([CH3:19])[CH:17]=[CH:16][C:10]3=[N:11][C:12]=2[C@@H:13]([NH2:15])[CH3:14])[CH2:4]1.[NH2:20][C:21]1[N:26]=[C:25]([NH2:27])[C:24]([C:28]#[N:29])=[C:23](Cl)[N:22]=1.C(N(C(C)C)C(C)C)C.